From a dataset of Forward reaction prediction with 1.9M reactions from USPTO patents (1976-2016). Predict the product of the given reaction. Given the reactants [O:1]=[C:2]([C:14]1[CH:19]=[CH:18][CH:17]=[CH:16][CH:15]=1)[CH:3]=[CH:4][C:5]1[CH:13]=[CH:12][C:8]([C:9]([OH:11])=[O:10])=[CH:7][CH:6]=1, predict the reaction product. The product is: [O:1]=[C:2]([C:14]1[CH:19]=[CH:18][CH:17]=[CH:16][CH:15]=1)[CH2:3][CH2:4][C:5]1[CH:13]=[CH:12][C:8]([C:9]([OH:11])=[O:10])=[CH:7][CH:6]=1.